This data is from Reaction yield outcomes from USPTO patents with 853,638 reactions. The task is: Predict the reaction yield, written as a fraction of the theoretical maximum amount of product (1.0 means a 100% yield; for example, 0.34 means a 34% yield). (1) The reactants are [F:1][C:2]1[CH:3]=[C:4]([N+:9]([O-:11])=[O:10])[CH:5]=[CH:6][C:7]=1F.C(N(CC)CC)C.[OH:19][CH2:20][CH:21]1[CH2:26][CH2:25][CH2:24][NH:23][CH2:22]1. The catalyst is CO. The product is [CH2:25]1[CH2:24][N:23]([C:7]2[CH:6]=[CH:5][C:4]([N+:9]([O-:11])=[O:10])=[CH:3][C:2]=2[F:1])[CH2:22][CH:21]([CH2:20][OH:19])[CH2:26]1. The yield is 0.960. (2) The reactants are [Cl:1][C:2]1[CH:7]=[CH:6][C:5]([O:8][C:9]2[CH:14]=[CH:13][C:12]([CH2:15][CH2:16]I)=[CH:11][CH:10]=2)=[CH:4][C:3]=1[C:18]([F:21])([F:20])[F:19].C([O-])([O-])=O.[K+].[K+].[N:28]1[CH:33]=[C:32]([CH2:34][C:35]2[C:36](=[O:42])[NH:37][C:38](=[S:41])[NH:39][CH:40]=2)[CH:31]=[N:30][CH:29]=1. The catalyst is CN(C=O)C. The product is [Cl:1][C:2]1[CH:7]=[CH:6][C:5]([O:8][C:9]2[CH:14]=[CH:13][C:12]([CH2:15][CH2:16][S:41][C:38]3[NH:39][CH:40]=[C:35]([CH2:34][C:32]4[CH:31]=[N:30][CH:29]=[N:28][CH:33]=4)[C:36](=[O:42])[N:37]=3)=[CH:11][CH:10]=2)=[CH:4][C:3]=1[C:18]([F:21])([F:20])[F:19]. The yield is 0.247. (3) The reactants are COC(OC)[N:4]([CH3:6])C.[Cl:9][C:10]1[CH:15]=[CH:14][C:13]([S:16]([N:19]2[C:28]3[C:23](=[N:24][CH:25]=[CH:26][CH:27]=3)[C:22](=O)[CH2:21][CH:20]2[CH3:30])(=[O:18])=[O:17])=[CH:12][CH:11]=1.[NH2:31]N.CC(O)=O. No catalyst specified. The product is [Cl:9][C:10]1[CH:15]=[CH:14][C:13]([S:16]([N:19]2[C:28]3[CH:27]=[CH:26][CH:25]=[N:24][C:23]=3[C:22]3=[N:31][NH:4][CH:6]=[C:21]3[CH:20]2[CH3:30])(=[O:18])=[O:17])=[CH:12][CH:11]=1. The yield is 0.320. (4) The reactants are [CH3:1][O:2][C:3]1[CH:10]=[CH:9][CH:8]=[C:7]([N+:11]([O-])=O)[C:4]=1[C:5]#[N:6].C1CCCCC=1. The catalyst is CCO.[Pd]. The product is [NH2:11][C:7]1[CH:8]=[CH:9][CH:10]=[C:3]([O:2][CH3:1])[C:4]=1[C:5]#[N:6]. The yield is 0.980. (5) The reactants are [C:1]([C:3]([C:6]1[CH:7]=[C:8]([C:12]([NH:14][C:15]2[CH:16]=[C:17]([CH:32]=[CH:33][CH:34]=2)[O:18][C:19]2[CH:28]=[CH:27][C:26]([N+:29]([O-])=O)=[CH:25][C:20]=2[C:21]([O:23][CH3:24])=[O:22])=[O:13])[CH:9]=[CH:10][CH:11]=1)([CH3:5])[CH3:4])#[N:2].CO.O1CCCC1. The catalyst is CN1CCCC1=O.[C].[Pd]. The product is [NH2:29][C:26]1[CH:27]=[CH:28][C:19]([O:18][C:17]2[CH:32]=[CH:33][CH:34]=[C:15]([NH:14][C:12]([C:8]3[CH:9]=[CH:10][CH:11]=[C:6]([C:3]([C:1]#[N:2])([CH3:4])[CH3:5])[CH:7]=3)=[O:13])[CH:16]=2)=[C:20]([CH:25]=1)[C:21]([O:23][CH3:24])=[O:22]. The yield is 0.920. (6) The reactants are [CH3:1][N:2]1[C:7]2[CH:8]=[CH:9][C:10]([C:12]#[C:13][CH2:14][O:15][CH:16]3[CH2:21][CH2:20][CH2:19][CH2:18][O:17]3)=[CH:11][C:6]=2[C:5](=[O:22])[CH2:4][S:3]1(=[O:24])=[O:23].C(N(CC)CC)C.[Cl:32][C:33]1[CH:42]=[CH:41][C:36]([CH2:37][N:38]=[C:39]=[O:40])=[CH:35][CH:34]=1.Cl. The catalyst is CS(C)=O. The product is [Cl:32][C:33]1[CH:34]=[CH:35][C:36]([CH2:37][NH:38][C:39]([C:4]2[S:3](=[O:23])(=[O:24])[N:2]([CH3:1])[C:7]3[CH:8]=[CH:9][C:10]([C:12]#[C:13][CH2:14][O:15][CH:16]4[CH2:21][CH2:20][CH2:19][CH2:18][O:17]4)=[CH:11][C:6]=3[C:5]=2[OH:22])=[O:40])=[CH:41][CH:42]=1. The yield is 0.280. (7) The reactants are Cl.[NH2:2][C:3]([NH2:5])=[NH:4].CC[O-].[Na+].[O:10]1[CH:14]=[CH:13][CH:12]=[C:11]1[CH2:15][C:16]1[N:17]([CH2:27][C:28](OC(C)(C)C)=[O:29])[C:18]([C:21]2[CH:26]=[CH:25][CH:24]=[CH:23][CH:22]=2)=[CH:19][CH:20]=1. The catalyst is CO. The product is [NH2:4][C:3](=[NH:5])[NH:2][C:28](=[O:29])[CH2:27][N:17]1[C:18]([C:21]2[CH:26]=[CH:25][CH:24]=[CH:23][CH:22]=2)=[CH:19][CH:20]=[C:16]1[CH2:15][C:11]1[O:10][CH:14]=[CH:13][CH:12]=1. The yield is 0.570.